Dataset: Peptide-MHC class II binding affinity with 134,281 pairs from IEDB. Task: Regression. Given a peptide amino acid sequence and an MHC pseudo amino acid sequence, predict their binding affinity value. This is MHC class II binding data. The peptide sequence is RDGVRRPQKRPSCIGCKGT. The MHC is DRB1_1301 with pseudo-sequence DRB1_1301. The binding affinity (normalized) is 0.